This data is from NCI-60 drug combinations with 297,098 pairs across 59 cell lines. The task is: Regression. Given two drug SMILES strings and cell line genomic features, predict the synergy score measuring deviation from expected non-interaction effect. Drug 1: CC(C1=C(C=CC(=C1Cl)F)Cl)OC2=C(N=CC(=C2)C3=CN(N=C3)C4CCNCC4)N. Drug 2: C1C(C(OC1N2C=NC3=C(N=C(N=C32)Cl)N)CO)O. Cell line: 786-0. Synergy scores: CSS=1.53, Synergy_ZIP=-1.48, Synergy_Bliss=-2.82, Synergy_Loewe=-3.85, Synergy_HSA=-2.84.